This data is from Reaction yield outcomes from USPTO patents with 853,638 reactions. The task is: Predict the reaction yield, written as a fraction of the theoretical maximum amount of product (1.0 means a 100% yield; for example, 0.34 means a 34% yield). (1) The reactants are [Br:1][C:2]1[CH:14]=[CH:13][C:5]([CH2:6][CH:7]2[CH2:12][CH2:11][NH:10][CH2:9][CH2:8]2)=[CH:4][CH:3]=1.[CH2:15]=O. The catalyst is C(O)=O. The product is [Br:1][C:2]1[CH:3]=[CH:4][C:5]([CH2:6][CH:7]2[CH2:8][CH2:9][N:10]([CH3:15])[CH2:11][CH2:12]2)=[CH:13][CH:14]=1. The yield is 0.980. (2) The reactants are [CH3:1][CH:2]1[CH:6]([CH3:7])[O:5][C:4]2([CH2:12][C:11]([CH3:14])([CH3:13])[C:10](=[O:15])[C:9]([CH3:16])=[CH:8]2)[O:3]1.O1CC[CH2:19][CH2:18]1. The catalyst is O. The product is [C:18]([C:10]1([OH:15])[C:11]([CH3:14])([CH3:13])[CH2:12][C:4]2([O:5][CH:6]([CH3:7])[CH:2]([CH3:1])[O:3]2)[CH:8]=[C:9]1[CH3:16])#[CH:19]. The yield is 0.850. (3) The yield is 0.910. The product is [CH3:1][O:2][C:3](=[O:21])[C@@H:4]([NH:8][C:9]1[C:18]2[C:13](=[CH:14][CH:15]=[CH:16][CH:17]=2)[N:12]=[C:11]([CH2:19][N:38]2[CH2:37][CH2:36][N:35]([CH:27]([C:28]3[CH:33]=[CH:32][C:31]([Cl:34])=[CH:30][CH:29]=3)[C:26]3[CH:25]=[CH:24][C:23]([Cl:22])=[CH:42][CH:41]=3)[CH2:40][CH2:39]2)[N:10]=1)[CH:5]([CH3:7])[CH3:6]. The reactants are [CH3:1][O:2][C:3](=[O:21])[C@@H:4]([NH:8][C:9]1[C:18]2[C:13](=[CH:14][CH:15]=[CH:16][CH:17]=2)[N:12]=[C:11]([CH2:19]Cl)[N:10]=1)[CH:5]([CH3:7])[CH3:6].[Cl:22][C:23]1[CH:42]=[CH:41][C:26]([CH:27]([N:35]2[CH2:40][CH2:39][NH:38][CH2:37][CH2:36]2)[C:28]2[CH:33]=[CH:32][C:31]([Cl:34])=[CH:30][CH:29]=2)=[CH:25][CH:24]=1.C(=O)([O-])[O-].[K+].[K+]. The catalyst is C(#N)C. (4) The reactants are [O-]CC.[Na+].[C:5]([O:9][C:10](=[O:38])[NH:11][CH2:12][C:13]([NH:15][C:16]1[C:20]([C:21](=[O:23])[NH2:22])=[C:19]([NH:24][C:25]2[CH:30]=[CH:29][CH:28]=[CH:27][CH:26]=2)[N:18]([CH2:31][C:32]2[CH:37]=[CH:36][CH:35]=[CH:34][CH:33]=2)[N:17]=1)=O)([CH3:8])([CH3:7])[CH3:6]. The catalyst is C(O)C.[Cl-].[Na+].O. The product is [CH2:31]([N:18]1[C:19]([NH:24][C:25]2[CH:30]=[CH:29][CH:28]=[CH:27][CH:26]=2)=[C:20]2[C:16]([N:15]=[C:13]([CH2:12][NH:11][C:10](=[O:38])[O:9][C:5]([CH3:6])([CH3:7])[CH3:8])[NH:22][C:21]2=[O:23])=[N:17]1)[C:32]1[CH:33]=[CH:34][CH:35]=[CH:36][CH:37]=1. The yield is 0.970. (5) The reactants are C([O:5][C:6](=[O:23])[CH:7]([NH:12][C:13]([O:15][CH2:16][C:17]1[CH:22]=[CH:21][CH:20]=[CH:19][CH:18]=1)=[O:14])[CH:8]([CH3:11])[CH2:9]O)(C)(C)C. The catalyst is C(O)(C(F)(F)F)=O. The product is [CH2:16]([O:15][C:13](=[O:14])[NH:12][CH:7]1[CH:8]([CH3:11])[CH2:9][O:23][C:6]1=[O:5])[C:17]1[CH:18]=[CH:19][CH:20]=[CH:21][CH:22]=1. The yield is 0.800. (6) The reactants are [C:1]([C:5]1[NH:6][C:7]2[C:12]([CH:13]=1)=[C:11]([F:14])[CH:10]=[CH:9][CH:8]=2)([CH3:4])([CH3:3])[CH3:2].[N+:15]([O-])([O-:17])=[O:16].[K+].O. The product is [C:1]([C:5]1[NH:6][C:7]2[C:12]([CH:13]=1)=[C:11]([F:14])[C:10]([N+:15]([O-:17])=[O:16])=[CH:9][CH:8]=2)([CH3:4])([CH3:2])[CH3:3]. The catalyst is OS(O)(=O)=O. The yield is 0.730.